From a dataset of Forward reaction prediction with 1.9M reactions from USPTO patents (1976-2016). Predict the product of the given reaction. (1) Given the reactants [CH2:1]=[C:2]([CH3:4])[CH3:3].[CH3:5][CH2:6][CH3:7].[CH2:8]([OH:10])[CH3:9], predict the reaction product. The product is: [CH3:9][CH2:8][O:10][C:2]([CH3:4])([CH3:3])[CH3:1].[CH3:5][CH2:6][CH3:7]. (2) Given the reactants [CH3:1][C:2]([C:10]1[CH:11]=[C:12]([OH:17])[CH:13]=[C:14]([CH:16]=1)[OH:15])([CH3:9])[CH2:3][CH2:4][CH2:5][CH2:6][CH2:7][CH3:8].[CH:18]1(O)[CH2:23][CH2:22][CH2:21][CH:20]=[CH:19]1.CS(O)(=O)=O, predict the reaction product. The product is: [CH:23]1([C:13]2[C:14]([OH:15])=[CH:16][C:10]([C:2]([CH3:1])([CH3:9])[CH2:3][CH2:4][CH2:5][CH2:6][CH2:7][CH3:8])=[CH:11][C:12]=2[OH:17])[CH2:22][CH2:21][CH2:20][CH:19]=[CH:18]1. (3) Given the reactants C1(P(C2C=CC=CC=2)C2C=CC=CC=2)C=CC=CC=1.BrN1C(=O)CCC1=O.[Cl:28][C:29]1[CH:30]=[C:31]([CH:44]([CH2:48][CH:49]2[CH2:54][CH2:53][CH2:52][CH2:51][CH2:50]2)[C:45](O)=[O:46])[CH:32]=[CH:33][C:34]=1[N:35]1[C:39]([C:40]([F:43])([F:42])[F:41])=[N:38][N:37]=[N:36]1.[NH2:55][C:56]1[S:57][CH:58]=[CH:59][N:60]=1, predict the reaction product. The product is: [Cl:28][C:29]1[CH:30]=[C:31]([CH:44]([CH2:48][CH:49]2[CH2:54][CH2:53][CH2:52][CH2:51][CH2:50]2)[C:45]([NH:55][C:56]2[S:57][CH:58]=[CH:59][N:60]=2)=[O:46])[CH:32]=[CH:33][C:34]=1[N:35]1[C:39]([C:40]([F:43])([F:42])[F:41])=[N:38][N:37]=[N:36]1.